This data is from Reaction yield outcomes from USPTO patents with 853,638 reactions. The task is: Predict the reaction yield, written as a fraction of the theoretical maximum amount of product (1.0 means a 100% yield; for example, 0.34 means a 34% yield). (1) The reactants are F[C:2]1[CH:8]=[CH:7][C:6]([N+:9]([O-:11])=[O:10])=[CH:5][C:3]=1[NH2:4].O.O.O.O.O.O.O.O.O.[S-2:21].[Na+].[Na+].C(=O)(O)[O-].[Na+].O. The catalyst is ClCCl. The product is [NH2:4][C:3]1[CH:5]=[C:6]([N+:9]([O-:11])=[O:10])[CH:7]=[CH:8][C:2]=1[SH:21]. The yield is 0.330. (2) The reactants are [CH:1]1([N:5]2[C:13]3[C:8](=[CH:9][CH:10]=[C:11]([O:14][CH2:15][CH3:16])[CH:12]=3)[C:7]([C:17]#[N:18])=[C:6]2[C:19]2[CH:24]=[CH:23][C:22]([NH:25][CH2:26][CH3:27])=[CH:21][CH:20]=2)[CH2:4][CH2:3][CH2:2]1.Cl[C:29]([O:31][CH:32]1[CH2:36][CH2:35][CH2:34][CH2:33]1)=[O:30].ClC([O-])=O. The catalyst is N1C=CC=CC=1. The product is [CH:32]1([O:31][C:29](=[O:30])[N:25]([C:22]2[CH:21]=[CH:20][C:19]([C:6]3[N:5]([CH:1]4[CH2:2][CH2:3][CH2:4]4)[C:13]4[C:8]([C:7]=3[C:17]#[N:18])=[CH:9][CH:10]=[C:11]([O:14][CH2:15][CH3:16])[CH:12]=4)=[CH:24][CH:23]=2)[CH2:26][CH3:27])[CH2:36][CH2:35][CH2:34][CH2:33]1. The yield is 0.870. (3) The reactants are [H-].[Al+3].[Li+].[H-].[H-].[H-].[CH2:7]([N:11]1[C:16]([CH3:17])=[CH:15][C:14]([CH3:19])([CH3:18])[CH2:13][C:12]1=O)[CH:8]([CH3:10])[CH3:9].O.O.O.O.O.O.O.O.O.O.S([O-])([O-])(=O)=O.[Na+].[Na+].S([O-])([O-])(=O)=O.[Na+].[Na+].C(N1CCC(C)(C)CC1)C(C)C. The catalyst is C(OCC)C. The product is [CH2:7]([N:11]1[C:16]([CH3:17])=[CH:15][C:14]([CH3:19])([CH3:18])[CH2:13][CH2:12]1)[CH:8]([CH3:10])[CH3:9]. The yield is 1.00. (4) The reactants are [Br:1][C:2]1[CH:14]=[CH:13][C:12]2[C:11]3[C:6](=[CH:7][C:8]([Br:15])=[CH:9][CH:10]=3)[CH:5]([CH3:16])[C:4]=2[CH:3]=1.[OH-].[K+].O.Br[CH2:21][CH2:22][CH2:23][CH2:24][N:25]1[C:29](=[O:30])[C:28]2=[CH:31][CH:32]=[CH:33][CH:34]=[C:27]2[C:26]1=[O:35]. The catalyst is CS(C)=O.ClCCl. The product is [Br:1][C:2]1[CH:14]=[CH:13][C:12]2[C:11]3[C:6](=[CH:7][C:8]([Br:15])=[CH:9][CH:10]=3)[C:5]([CH2:21][CH2:22][CH2:23][CH2:24][N:25]3[C:29](=[O:30])[C:28]4[C:27](=[CH:34][CH:33]=[CH:32][CH:31]=4)[C:26]3=[O:35])([CH3:16])[C:4]=2[CH:3]=1. The yield is 0.200. (5) The reactants are [C:1]([C:5]1[O:9][N:8]=[C:7]([NH:10][C:11]([NH:13][C:14]2[CH:19]=[CH:18][CH:17]=[C:16]([O:20][C:21]3[C:30]4[C:25](=[CH:26][C:27]([O:32][CH3:33])=[C:28]([OH:31])[CH:29]=4)[N:24]=[CH:23][N:22]=3)[CH:15]=2)=[O:12])[CH:6]=1)([CH3:4])([CH3:3])[CH3:2].[CH2:34]([CH:36]1[O:38][CH2:37]1)Cl. No catalyst specified. The product is [C:1]([C:5]1[O:9][N:8]=[C:7]([NH:10][C:11]([NH:13][C:14]2[CH:19]=[CH:18][CH:17]=[C:16]([O:20][C:21]3[C:30]4[C:25](=[CH:26][C:27]([O:32][CH3:33])=[C:28]([O:31][CH2:34][C@H:36]5[CH2:37][O:38]5)[CH:29]=4)[N:24]=[CH:23][N:22]=3)[CH:15]=2)=[O:12])[CH:6]=1)([CH3:4])([CH3:2])[CH3:3]. The yield is 0.440. (6) The reactants are [CH3:1][O:2][C:3](=[O:35])[C:4]([CH3:34])([O:27][C:28]1[CH:33]=[CH:32][CH:31]=[CH:30][CH:29]=1)[CH2:5][C:6]1[S:7][C:8]([C:11](=[O:26])[CH2:12][CH2:13][C:14]2[N:15]=[C:16]([C:20]3[CH:25]=[CH:24][CH:23]=[CH:22][CH:21]=3)[O:17][C:18]=2[CH3:19])=[CH:9][CH:10]=1.CO.[BH4-].[Na+].CCOC(C)=O. The catalyst is C1COCC1.CCCCCC. The product is [CH3:1][O:2][C:3](=[O:35])[C:4]([CH3:34])([O:27][C:28]1[CH:33]=[CH:32][CH:31]=[CH:30][CH:29]=1)[CH2:5][C:6]1[S:7][C:8]([CH:11]([OH:26])[CH2:12][CH2:13][C:14]2[N:15]=[C:16]([C:20]3[CH:21]=[CH:22][CH:23]=[CH:24][CH:25]=3)[O:17][C:18]=2[CH3:19])=[CH:9][CH:10]=1. The yield is 0.650. (7) The reactants are [CH3:1][CH:2]([CH3:38])[C@H:3]([N:8]1[CH2:16][C:15]2[C:10](=[CH:11][C:12]([C:17]3[CH:22]=[CH:21][C:20]([NH:23][C:24]([C:26]4[S:27][C:28]([C:31]5[CH:36]=[CH:35][CH:34]=[CH:33][CH:32]=5)=[CH:29][N:30]=4)=[O:25])=[CH:19]C=3)=[CH:13][CH:14]=2)[C:9]1=[O:37])[C:4]([O:6][CH3:7])=[O:5].[NH2:39]C1C=CC(C2C=C3C(CN([C@@H](C(C)C)C(OC)=O)C3=O)=CC=2)=NC=1.C1(C2SC(C(OCC)=O)=NC=2)C=CC=CC=1. No catalyst specified. The product is [CH3:1][CH:2]([CH3:38])[C@H:3]([N:8]1[CH2:16][C:15]2[C:10](=[CH:11][C:12]([C:17]3[CH:22]=[CH:21][C:20]([NH:23][C:24]([C:26]4[S:27][C:28]([C:31]5[CH:36]=[CH:35][CH:34]=[CH:33][CH:32]=5)=[CH:29][N:30]=4)=[O:25])=[CH:19][N:39]=3)=[CH:13][CH:14]=2)[C:9]1=[O:37])[C:4]([O:6][CH3:7])=[O:5]. The yield is 0.390.